Task: Predict the reactants needed to synthesize the given product.. Dataset: Full USPTO retrosynthesis dataset with 1.9M reactions from patents (1976-2016) (1) Given the product [Cl:1][C:2]1[CH:7]=[CH:6][CH:5]=[C:4]([Cl:8])[C:3]=1[CH:9]([OH:13])[CH2:10][CH:11]([CH2:15][C:16]1[CH:21]=[CH:20][C:19]([N:22]2[C:31](=[O:32])[C:30]3[C:25](=[CH:26][CH:27]=[CH:28][CH:29]=3)[N:24]([CH3:33])[C:23]2=[O:34])=[CH:18][CH:17]=1)[C:12]([OH:35])=[O:14], predict the reactants needed to synthesize it. The reactants are: [Cl:1][C:2]1[CH:7]=[CH:6][CH:5]=[C:4]([Cl:8])[C:3]=1[CH:9]1[O:13][C:12](=[O:14])[CH:11]([CH2:15][C:16]2[CH:21]=[CH:20][C:19]([N:22]3[C:31](=[O:32])[C:30]4[C:25](=[CH:26][CH:27]=[CH:28][CH:29]=4)[N:24]([CH3:33])[C:23]3=[O:34])=[CH:18][CH:17]=2)[CH2:10]1.[OH2:35].[OH-].[Li+]. (2) Given the product [CH:1]1([C:4]([N:6]2[CH2:10][CH2:9][C@@H:8]([CH2:11][N:12]3[C:16]4[CH:17]=[C:18]([C:21]([NH:38][CH3:37])=[O:23])[CH:19]=[CH:20][C:15]=4[N:14]=[C:13]3[C:24]3[CH:25]=[CH:26][C:27]([C:30]4[CH:31]=[CH:32][C:33]([F:36])=[CH:34][CH:35]=4)=[CH:28][CH:29]=3)[CH2:7]2)=[O:5])[CH2:2][CH2:3]1, predict the reactants needed to synthesize it. The reactants are: [CH:1]1([C:4]([N:6]2[CH2:10][CH2:9][C@@H:8]([CH2:11][N:12]3[C:16]4[CH:17]=[C:18]([C:21]([OH:23])=O)[CH:19]=[CH:20][C:15]=4[N:14]=[C:13]3[C:24]3[CH:29]=[CH:28][C:27]([C:30]4[CH:35]=[CH:34][C:33]([F:36])=[CH:32][CH:31]=4)=[CH:26][CH:25]=3)[CH2:7]2)=[O:5])[CH2:3][CH2:2]1.[CH3:37][N:38](C(ON1N=NC2C=CC=NC1=2)=[N+](C)C)C.F[P-](F)(F)(F)(F)F.CN. (3) Given the product [NH2:19][C:10]1[C:9]2[N:8]=[CH:7][N:6]([CH2:5][CH2:4][CH2:3][CH2:2][NH:1][C:20](=[O:29])[CH2:21][CH2:22][C:23]3[CH:28]=[CH:27][CH:26]=[CH:25][CH:24]=3)[C:18]=2[C:17]2[CH:16]=[CH:15][CH:14]=[CH:13][C:12]=2[N:11]=1, predict the reactants needed to synthesize it. The reactants are: [NH2:1][CH2:2][CH2:3][CH2:4][CH2:5][N:6]1[C:18]2[C:17]3[CH:16]=[CH:15][CH:14]=[CH:13][C:12]=3[N:11]=[C:10]([NH2:19])[C:9]=2[N:8]=[CH:7]1.[C:20](Cl)(=[O:29])[CH2:21][CH2:22][C:23]1[CH:28]=[CH:27][CH:26]=[CH:25][CH:24]=1. (4) Given the product [CH3:7][S:8]([O-:11])(=[O:10])=[O:9].[Cu+2:5].[CH3:7][S:8]([O-:11])(=[O:10])=[O:9], predict the reactants needed to synthesize it. The reactants are: C(=O)([O-])[O-].[Cu+2:5].[Cu].[CH3:7][S:8]([OH:11])(=[O:10])=[O:9].C(=O)([O-])[O-]. (5) Given the product [CH3:1][O:2][C:3]1[CH:10]=[CH:9][CH:8]=[CH:7][C:4]=1[CH2:5][N:18]1[C:26]2[C:21](=[CH:22][CH:23]=[C:24]([CH2:27][C:28]([OH:30])=[O:29])[CH:25]=2)[CH:20]=[CH:19]1.[CH2:11]([N:18]1[C:26]2[C:21](=[CH:22][CH:23]=[C:24]([CH2:27][C:28]([OH:30])=[O:29])[CH:25]=2)[CH:20]=[CH:19]1)[C:12]1[CH:13]=[CH:14][CH:15]=[CH:16][CH:17]=1, predict the reactants needed to synthesize it. The reactants are: [CH3:1][O:2][C:3]1[CH:10]=[CH:9][CH:8]=[CH:7][C:4]=1[CH2:5]Cl.[CH2:11]([N:18]1[C:26]2[C:21](=[CH:22][CH:23]=[C:24]([CH2:27][C:28]([OH:30])=[O:29])[CH:25]=2)[CH:20]=[CH:19]1)[C:12]1[CH:17]=[CH:16][CH:15]=[CH:14][CH:13]=1. (6) Given the product [Cl:45][CH2:46][CH2:47][CH2:48][CH2:49][CH:50]([C:51]1[O:28][C:26](/[CH:25]=[CH:24]/[C:14]2[CH:15]=[CH:16][C:17]([N:18]3[CH:22]=[C:21]([CH3:23])[N:20]=[CH:19]3)=[C:12]([O:11][CH3:10])[CH:13]=2)=[N:54][N:53]=1)[C:55]1[CH:56]=[C:57]([F:63])[C:58]([F:62])=[C:59]([F:61])[CH:60]=1, predict the reactants needed to synthesize it. The reactants are: C(N(C(C)C)CC)(C)C.[CH3:10][O:11][C:12]1[CH:13]=[C:14](/[CH:24]=[CH:25]/[C:26]([OH:28])=O)[CH:15]=[CH:16][C:17]=1[N:18]1[CH:22]=[C:21]([CH3:23])[N:20]=[CH:19]1.C1N(P(Cl)(N2C(=O)OCC2)=O)C(=O)OC1.Cl.[Cl:45][CH2:46][CH2:47][CH2:48][CH2:49][CH:50]([C:55]1[CH:60]=[C:59]([F:61])[C:58]([F:62])=[C:57]([F:63])[CH:56]=1)[C:51]([NH:53][NH2:54])=O. (7) The reactants are: [CH3:1][N:2]([CH3:51])[CH2:3][C:4]([N:6]1[C:15]2[C:10](=[CH:11][C:12]([O:49][CH3:50])=[C:13]([NH:16][C:17]3[N:18]=[C:19]([NH:37][C:38]4[CH:47]=[CH:46][CH:45]=[C:44]([F:48])[C:39]=4[C:40]([NH:42][CH3:43])=[O:41])[C:20]4[C:25]([CH3:26])=[CH:24][N:23](S(C5C=CC(C)=CC=5)(=O)=O)[C:21]=4[N:22]=3)[CH:14]=2)[CH2:9][CH2:8][CH2:7]1)=[O:5].[OH-].[Na+]. Given the product [CH3:51][N:2]([CH3:1])[CH2:3][C:4]([N:6]1[C:15]2[C:10](=[CH:11][C:12]([O:49][CH3:50])=[C:13]([NH:16][C:17]3[NH:22][C:21]4=[N:23][CH:24]=[C:25]([CH3:26])[C:20]4=[C:19]([NH:37][C:38]4[CH:47]=[CH:46][CH:45]=[C:44]([F:48])[C:39]=4[C:40]([NH:42][CH3:43])=[O:41])[N:18]=3)[CH:14]=2)[CH2:9][CH2:8][CH2:7]1)=[O:5], predict the reactants needed to synthesize it.